This data is from Full USPTO retrosynthesis dataset with 1.9M reactions from patents (1976-2016). The task is: Predict the reactants needed to synthesize the given product. (1) Given the product [O:9]=[C:4]1[CH:5]2[CH2:8][CH:1]([CH2:7][CH2:6]2)[C:2]([O:10][C:19](=[O:20])[CH2:18][Cl:17])=[CH:3]1, predict the reactants needed to synthesize it. The reactants are: [CH:1]12[CH2:8][CH:5]([CH2:6][CH2:7]1)[C:4](=[O:9])[CH2:3][C:2]2=[O:10].N1C=CC=CC=1.[Cl:17][CH2:18][C:19](Cl)=[O:20].Cl. (2) Given the product [CH2:1]([O:5][C:6]([C:8]1[N:9]=[C:10]([C:29]#[N:30])[C:11]2[C:16]([C:17]=1[OH:18])=[CH:15][C:14]([O:19][C:20]1[C:25]([CH3:26])=[CH:24][CH:23]=[CH:22][C:21]=1[CH3:27])=[CH:13][CH:12]=2)=[O:7])[CH2:2][CH2:3][CH3:4], predict the reactants needed to synthesize it. The reactants are: [CH2:1]([O:5][C:6]([C:8]1[N:9]=[C:10](Br)[C:11]2[C:16]([C:17]=1[OH:18])=[CH:15][C:14]([O:19][C:20]1[C:25]([CH3:26])=[CH:24][CH:23]=[CH:22][C:21]=1[CH3:27])=[CH:13][CH:12]=2)=[O:7])[CH2:2][CH2:3][CH3:4].[C:29]([Cu])#[N:30].O.Cl. (3) Given the product [CH3:7][C:8]([CH3:18])([CH2:14][CH2:15][CH:16]=[CH2:17])[CH2:9][OH:10], predict the reactants needed to synthesize it. The reactants are: [H-].[H-].[H-].[H-].[Li+].[Al+3].[CH3:7][C:8]([CH3:18])([CH2:14][CH2:15][CH:16]=[CH2:17])[C:9](OCC)=[O:10]. (4) Given the product [CH2:19]([N:22]([CH2:23][CH2:24][CH3:25])[C:2]1[N:7]=[CH:6][N:5]=[C:4]([C:8]([NH:10][C:11]2[CH:12]=[CH:13][C:14]([OH:17])=[CH:15][CH:16]=2)=[O:9])[CH:3]=1)[CH2:20][CH3:21], predict the reactants needed to synthesize it. The reactants are: Cl[C:2]1[N:7]=[CH:6][N:5]=[C:4]([C:8]([NH:10][C:11]2[CH:16]=[CH:15][C:14]([OH:17])=[CH:13][C:12]=2C)=[O:9])[CH:3]=1.[CH2:19]([NH:22][CH2:23][CH2:24][CH3:25])[CH2:20][CH3:21]. (5) Given the product [O:16]=[C:5]1[CH2:4][CH:3]([CH2:2][NH:1][C:27]2[CH:28]=[CH:29][C:30]3[N:31]([C:33]([C:36]4[CH:41]=[CH:40][CH:39]=[C:38]([O:42][C:43]([F:44])([F:46])[F:45])[CH:37]=4)=[CH:34][N:35]=3)[N:32]=2)[CH2:8][CH2:7][N:6]1[C:9]([O:11][C:12]([CH3:13])([CH3:15])[CH3:14])=[O:10], predict the reactants needed to synthesize it. The reactants are: [NH2:1][CH2:2][CH:3]1[CH2:8][CH2:7][N:6]([C:9]([O:11][C:12]([CH3:15])([CH3:14])[CH3:13])=[O:10])[C:5](=[O:16])[CH2:4]1.CCN(C(C)C)C(C)C.Cl[C:27]1[CH:28]=[CH:29][C:30]2[N:31]([C:33]([C:36]3[CH:41]=[CH:40][CH:39]=[C:38]([O:42][C:43]([F:46])([F:45])[F:44])[CH:37]=3)=[CH:34][N:35]=2)[N:32]=1.[F-].[Cs+]. (6) Given the product [Cl:1][C:2]1[CH:7]=[CH:6][CH:5]=[CH:4][C:3]=1[C:8]1[N:9]([C:27]2[CH:28]=[CH:29][C:30]([Cl:33])=[CH:31][CH:32]=2)[CH:10]=[C:11]([C:13]([NH:15][CH:16]2[CH2:17][CH2:18][NH:19][CH2:20][CH2:21]2)=[O:14])[N:12]=1, predict the reactants needed to synthesize it. The reactants are: [Cl:1][C:2]1[CH:7]=[CH:6][CH:5]=[CH:4][C:3]=1[C:8]1[N:9]([C:27]2[CH:32]=[CH:31][C:30]([Cl:33])=[CH:29][CH:28]=2)[CH:10]=[C:11]([C:13]([NH:15][CH:16]2[CH2:21][CH2:20][N:19](C(OCC)=O)[CH2:18][CH2:17]2)=[O:14])[N:12]=1.[Si](I)(C)(C)C.CO.C[O-].[Na+]. (7) Given the product [Cl:1][C:2]1[C:3]2[CH:13]=[CH:12][CH:11]=[CH:10][C:4]=2[S:5][C:6]=1[C:7]([NH:27][C:26]1[CH:28]=[CH:29][CH:30]=[CH:31][C:25]=1[N:20]1[CH2:24][CH2:23][CH2:22][CH2:21]1)=[O:9], predict the reactants needed to synthesize it. The reactants are: [Cl:1][C:2]1[C:3]2[CH:13]=[CH:12][CH:11]=[CH:10][C:4]=2[S:5][C:6]=1[C:7]([OH:9])=O.C(Cl)(=O)C(Cl)=O.[N:20]1([C:25]2[CH:31]=[CH:30][CH:29]=[CH:28][C:26]=2[NH2:27])[CH2:24][CH2:23][CH2:22][CH2:21]1.